Task: Predict the reactants needed to synthesize the given product.. Dataset: Full USPTO retrosynthesis dataset with 1.9M reactions from patents (1976-2016) (1) Given the product [Br:1][C:2]1[CH:3]=[C:4]([CH2:8][C:9]#[N:11])[CH:5]=[CH:6][CH:7]=1, predict the reactants needed to synthesize it. The reactants are: [Br:1][C:2]1[CH:3]=[C:4]([CH2:8][C:9]([NH2:11])=O)[CH:5]=[CH:6][CH:7]=1.C(N(CC)CC)C.FC(F)(F)C(OC(=O)C(F)(F)F)=O.O. (2) Given the product [F:25][C:26]([F:36])([F:37])[CH:27]([C:29]1[CH:34]=[CH:33][C:32]([N:18]2[CH2:17][CH2:16][C:15]3([CH2:21][CH2:22][N:12]([S:9]([C:4]4[CH:5]=[CH:6][CH:7]=[CH:8][C:3]=4[C:2]([F:1])([F:23])[F:24])(=[O:11])=[O:10])[CH2:13][CH2:14]3)[C:19]2=[O:20])=[CH:31][CH:30]=1)[OH:28], predict the reactants needed to synthesize it. The reactants are: [F:1][C:2]([F:24])([F:23])[C:3]1[CH:8]=[CH:7][CH:6]=[CH:5][C:4]=1[S:9]([N:12]1[CH2:22][CH2:21][C:15]2([C:19](=[O:20])[NH:18][CH2:17][CH2:16]2)[CH2:14][CH2:13]1)(=[O:11])=[O:10].[F:25][C:26]([F:37])([F:36])[CH:27]([C:29]1[CH:34]=[CH:33][C:32](I)=[CH:31][CH:30]=1)[OH:28]. (3) Given the product [Cl:38][C:17]1[N:12]2[N:11]=[C:10]([C:19]3[CH:24]=[CH:23][N:22]=[CH:21][CH:20]=3)[C:9]([C:5]3[CH:6]=[CH:7][CH:8]=[C:3]([O:2][CH3:1])[CH:4]=3)=[C:13]2[N:14]=[CH:15][CH:16]=1, predict the reactants needed to synthesize it. The reactants are: [CH3:1][O:2][C:3]1[CH:4]=[C:5]([C:9]2[C:10]([C:19]3[CH:24]=[CH:23][N:22]=[CH:21][CH:20]=3)=[N:11][N:12]3[C:17](=O)[CH:16]=[CH:15][NH:14][C:13]=23)[CH:6]=[CH:7][CH:8]=1.C(N(CC)C1C=CC=CC=1)C.P(Cl)(Cl)([Cl:38])=O. (4) The reactants are: C[O:2][C:3](=[O:29])/[CH:4]=[CH:5]/[C:6]1[CH:11]=[C:10]([O:12][C:13]2[CH:18]=[CH:17][C:16]([NH:19][C:20](=[O:27])[C:21]3[CH:26]=[CH:25][CH:24]=[CH:23][CH:22]=3)=[CH:15][CH:14]=2)[CH:9]=[CH:8][C:7]=1[NH2:28].[CH:30]([O:33][C:34]1[CH:42]=[CH:41][C:37]([C:38](Cl)=[O:39])=[CH:36][CH:35]=1)([CH3:32])[CH3:31]. Given the product [C:20]([NH:19][C:16]1[CH:17]=[CH:18][C:13]([O:12][C:10]2[CH:9]=[CH:8][C:7]([NH:28][C:38](=[O:39])[C:37]3[CH:41]=[CH:42][C:34]([O:33][CH:30]([CH3:32])[CH3:31])=[CH:35][CH:36]=3)=[C:6](/[CH:5]=[CH:4]/[C:3]([OH:29])=[O:2])[CH:11]=2)=[CH:14][CH:15]=1)(=[O:27])[C:21]1[CH:22]=[CH:23][CH:24]=[CH:25][CH:26]=1, predict the reactants needed to synthesize it. (5) Given the product [CH3:20][O:21][C:22]1[N:27]=[CH:26][C:25]([C:32]2[CH:37]=[CH:36][C:35]([C:38]3[O:39][C:40]([CH3:51])=[C:41]([CH2:43][CH2:44][N:45]4[CH2:49][CH2:48][CH2:47][C@H:46]4[CH3:50])[N:42]=3)=[CH:34][CH:33]=2)=[CH:24][N:23]=1, predict the reactants needed to synthesize it. The reactants are: C1(P(C2C=CC=CC=2)C2C=CC=CC=2)C=CC=CC=1.[CH3:20][O:21][C:22]1[N:27]=[CH:26][C:25](B(O)O)=[CH:24][N:23]=1.Br[C:32]1[CH:37]=[CH:36][C:35]([C:38]2[O:39][C:40]([CH3:51])=[C:41]([CH2:43][CH2:44][N:45]3[CH2:49][CH2:48][CH2:47][C@H:46]3[CH3:50])[N:42]=2)=[CH:34][CH:33]=1.C(=O)([O-])[O-].[K+].[K+].